From a dataset of Peptide-MHC class I binding affinity with 185,985 pairs from IEDB/IMGT. Regression. Given a peptide amino acid sequence and an MHC pseudo amino acid sequence, predict their binding affinity value. This is MHC class I binding data. (1) The peptide sequence is VMPLSAPTL. The MHC is HLA-A01:01 with pseudo-sequence HLA-A01:01. The binding affinity (normalized) is 0. (2) The MHC is HLA-A02:02 with pseudo-sequence HLA-A02:02. The peptide sequence is AVIPFDDIV. The binding affinity (normalized) is 0.469. (3) The peptide sequence is KMEKDGQLEEA. The MHC is Mamu-A11 with pseudo-sequence Mamu-A11. The binding affinity (normalized) is 0.361.